This data is from Reaction yield outcomes from USPTO patents with 853,638 reactions. The task is: Predict the reaction yield, written as a fraction of the theoretical maximum amount of product (1.0 means a 100% yield; for example, 0.34 means a 34% yield). (1) The reactants are [Cl:1][C:2]1[CH:42]=[CH:41][C:5]([CH2:6][N:7]2[C:12](=[N:13][C:14]3[CH:19]=[CH:18][C:17]([O:20][CH:21]([CH3:23])[CH3:22])=[C:16]([CH3:24])[CH:15]=3)[NH:11][C:10](=[O:25])[N:9]([CH2:26][CH2:27][C@H:28]([NH:32]C(OC(C)(C)C)=O)[C:29]([OH:31])=[O:30])[C:8]2=[O:40])=[CH:4][CH:3]=1.Cl.C(OCC)(=O)C.CCCCCC. The catalyst is O1CCOCC1. The product is [ClH:1].[Cl:1][C:2]1[CH:3]=[CH:4][C:5]([CH2:6][N:7]2[C:12](=[N:13][C:14]3[CH:19]=[CH:18][C:17]([O:20][CH:21]([CH3:23])[CH3:22])=[C:16]([CH3:24])[CH:15]=3)[NH:11][C:10](=[O:25])[N:9]([CH2:26][CH2:27][C@H:28]([NH2:32])[C:29]([OH:31])=[O:30])[C:8]2=[O:40])=[CH:41][CH:42]=1. The yield is 0.980. (2) The reactants are [CH3:1][O:2][C:3]1[CH:9]=[CH:8][C:6]([NH2:7])=[CH:5][CH:4]=1.[H-].[Na+].[Br:12][C:13]1[CH:18]=[CH:17][C:16]([N+:19]([O-:21])=[O:20])=[C:15](F)[CH:14]=1. The catalyst is C1COCC1. The product is [Br:12][C:13]1[CH:14]=[CH:15][C:16]([N+:19]([O-:21])=[O:20])=[C:17]([CH:18]=1)[NH:7][C:6]1[CH:8]=[CH:9][C:3]([O:2][CH3:1])=[CH:4][CH:5]=1. The yield is 0.682. (3) The reactants are [Br:1][C:2]1[CH:3]=[C:4]([CH2:22][CH:23]([OH:28])[C:24]([O:26][CH3:27])=[O:25])[CH:5]=[C:6]([Br:21])[C:7]=1[O:8][C:9]1[CH:14]=[C:13]([CH:15]([CH3:17])[CH3:16])[C:12]([O:18]C)=[C:11]([I:20])[CH:10]=1.CSC.B(F)(F)F. The catalyst is ClCCl. The product is [Br:1][C:2]1[CH:3]=[C:4]([CH2:22][CH:23]([OH:28])[C:24]([O:26][CH3:27])=[O:25])[CH:5]=[C:6]([Br:21])[C:7]=1[O:8][C:9]1[CH:14]=[C:13]([CH:15]([CH3:17])[CH3:16])[C:12]([OH:18])=[C:11]([I:20])[CH:10]=1. The yield is 0.770. (4) The reactants are Cl[C:2]1[N:7]=[CH:6][N:5]=[C:4]([NH:8][CH:9]2[CH2:13][CH2:12][N:11]([C:14]([O:16][C:17]([CH3:20])([CH3:19])[CH3:18])=[O:15])[CH2:10]2)[CH:3]=1.[O:21]([C:28]1[CH:34]=[CH:33][C:31]([NH2:32])=[CH:30][CH:29]=1)[C:22]1[CH:27]=[CH:26][CH:25]=[CH:24][CH:23]=1.C(O)(=O)C. The catalyst is C(O)C. The product is [O:21]([C:28]1[CH:29]=[CH:30][C:31]([NH:32][C:2]2[N:7]=[CH:6][N:5]=[C:4]([NH:8][CH:9]3[CH2:13][CH2:12][N:11]([C:14]([O:16][C:17]([CH3:20])([CH3:19])[CH3:18])=[O:15])[CH2:10]3)[CH:3]=2)=[CH:33][CH:34]=1)[C:22]1[CH:27]=[CH:26][CH:25]=[CH:24][CH:23]=1. The yield is 0.428. (5) The reactants are [Br:1][C:2]1[C:11]([F:12])=[CH:10][C:5]([C:6]([O:8][CH3:9])=[O:7])=[C:4](F)[CH:3]=1.[CH3:14][O-:15].[Na+]. The catalyst is CN(C=O)C. The product is [Br:1][C:2]1[C:11]([F:12])=[CH:10][C:5]([C:6]([O:8][CH3:9])=[O:7])=[C:4]([O:15][CH3:14])[CH:3]=1. The yield is 0.750. (6) The reactants are [CH2:1]([O:8][C:9]1[CH:10]=[C:11]([N:17]2[CH:25]([CH:26]3[CH2:30][CH2:29][CH2:28][CH2:27]3)[CH:24]3[C:19]([C:20]4[CH:34]=[CH:33][C:32]([C:35]([O:37]C)=[O:36])=[CH:31][C:21]=4[CH2:22][CH2:23]3)=[N:18]2)[CH:12]=[CH:13][C:14]=1[C:15]#[N:16])[C:2]1[CH:7]=[CH:6][CH:5]=[CH:4][CH:3]=1.O1CCCC1.[OH-].[Na+]. The catalyst is CO. The product is [CH2:1]([O:8][C:9]1[CH:10]=[C:11]([N:17]2[CH:25]([CH:26]3[CH2:27][CH2:28][CH2:29][CH2:30]3)[CH:24]3[C:19]([C:20]4[CH:34]=[CH:33][C:32]([C:35]([OH:37])=[O:36])=[CH:31][C:21]=4[CH2:22][CH2:23]3)=[N:18]2)[CH:12]=[CH:13][C:14]=1[C:15]#[N:16])[C:2]1[CH:7]=[CH:6][CH:5]=[CH:4][CH:3]=1. The yield is 0.930. (7) The reactants are [CH3:1][S:2][C:3]1[CH:8]=[C:7]([C:9]2[C:18]3[C:13](=[CH:14][CH:15]=[CH:16][CH:17]=3)[CH:12]=[CH:11][CH:10]=2)OC(=O)[C:4]=1[C:20]([O:22][CH3:23])=[O:21].[C:24]1([N:30]2[CH:38]=[C:37]3[C:32]([CH2:33][CH2:34][CH2:35][C:36]3=O)=[N:31]2)[CH:29]=[CH:28][CH:27]=[CH:26][CH:25]=1.[OH-].[K+].Cl. The catalyst is CN(C=O)C. The product is [CH3:1][S:2][C:3]1[CH:8]=[C:7]([C:9]2[C:18]3[C:13](=[CH:14][CH:15]=[CH:16][CH:17]=3)[CH:12]=[CH:11][CH:10]=2)[C:35]2[CH2:34][CH2:33][C:32]3[C:37](=[CH:38][N:30]([C:24]4[CH:29]=[CH:28][CH:27]=[CH:26][CH:25]=4)[N:31]=3)[C:36]=2[C:4]=1[C:20]([O:22][CH3:23])=[O:21]. The yield is 0.480. (8) The reactants are [CH3:1][C:2]1([CH3:12])[O:6][C@@H:5]([CH2:7][NH:8][CH2:9][CH2:10][OH:11])[CH2:4][O:3]1.[CH2:13]([O:20][CH2:21][N:22]1[C:30]2[C:29]([O:31][CH3:32])=[N:28][CH:27]=[N:26][C:25]=2[C:24]([CH:33]=O)=[CH:23]1)[C:14]1[CH:19]=[CH:18][CH:17]=[CH:16][CH:15]=1.C(O[BH-](OC(=O)C)OC(=O)C)(=O)C.[Na+]. No catalyst specified. The product is [CH2:13]([O:20][CH2:21][N:22]1[C:30]2[C:29]([O:31][CH3:32])=[N:28][CH:27]=[N:26][C:25]=2[C:24]([CH2:33][N:8]([CH2:7][C@H:5]2[CH2:4][O:3][C:2]([CH3:12])([CH3:1])[O:6]2)[CH2:9][CH2:10][OH:11])=[CH:23]1)[C:14]1[CH:19]=[CH:18][CH:17]=[CH:16][CH:15]=1. The yield is 0.800. (9) The reactants are [NH2:1][C:2]1[CH:10]=[C:9]([O:11][CH3:12])[CH:8]=[C:7]([O:13][CH3:14])[C:3]=1[C:4]([NH2:6])=[O:5].[OH:15][CH2:16][CH2:17][C:18]1[CH:19]=[C:20]([CH:23]=[CH:24][C:25]=1[O:26][CH2:27][O:28][CH3:29])[CH:21]=O.S([O-])(O)=O.[Na+].C1(C)C=CC(S(O)(=O)=O)=CC=1. The catalyst is CN(C)C(=O)C. The product is [OH:15][CH2:16][CH2:17][C:18]1[CH:19]=[C:20]([C:21]2[NH:6][C:4](=[O:5])[C:3]3[C:2](=[CH:10][C:9]([O:11][CH3:12])=[CH:8][C:7]=3[O:13][CH3:14])[N:1]=2)[CH:23]=[CH:24][C:25]=1[O:26][CH2:27][O:28][CH3:29]. The yield is 0.367.